Dataset: Forward reaction prediction with 1.9M reactions from USPTO patents (1976-2016). Task: Predict the product of the given reaction. (1) Given the reactants C(OC([N:8]1[CH2:13][CH2:12][N:11]([C:14]([C:16]2[C:17]3[C:31](/[CH:32]=[CH:33]/[C:34]4[CH:39]=[CH:38][C:37]([C:40]([N:42]5[CH2:47][CH2:46][CH2:45][CH2:44][CH2:43]5)=[O:41])=[CH:36][CH:35]=4)=[N:30][N:29](C4CCCCO4)[C:18]=3[N:19]=[C:20]([C:22]3[CH:27]=[CH:26][C:25]([OH:28])=[CH:24][CH:23]=3)[CH:21]=2)=[O:15])[CH2:10][CH2:9]1)=O)(C)(C)C.Cl.C(OCC)C, predict the reaction product. The product is: [OH:28][C:25]1[CH:26]=[CH:27][C:22]([C:20]2[N:19]=[C:18]3[NH:29][N:30]=[C:31](/[CH:32]=[CH:33]/[C:34]4[CH:35]=[CH:36][C:37]([C:40]([N:42]5[CH2:43][CH2:44][CH2:45][CH2:46][CH2:47]5)=[O:41])=[CH:38][CH:39]=4)[C:17]3=[C:16]([C:14]([N:11]3[CH2:10][CH2:9][NH:8][CH2:13][CH2:12]3)=[O:15])[CH:21]=2)=[CH:23][CH:24]=1. (2) Given the reactants [C:1]1([C:35]2[CH:40]=[CH:39][CH:38]=[CH:37][CH:36]=2)[CH:6]=[CH:5][C:4]([C:7]2[N:12]=[C:11]3[N:13]=[C:14]([O:24][C@H:25]4[CH2:30][O:29][C@H:28]([CH2:31][OH:32])[C@@H:27]([OH:33])[CH2:26]4)[N:15]([CH2:16][O:17][CH2:18][CH2:19][Si:20]([CH3:23])([CH3:22])[CH3:21])[C:10]3=[CH:9][C:8]=2[Cl:34])=[CH:3][CH:2]=1.C(N(CC)CC)C.[CH3:48][C:49]([Si:52](Cl)([CH3:54])[CH3:53])([CH3:51])[CH3:50].C(=O)(O)[O-].[Na+], predict the reaction product. The product is: [C:1]1([C:35]2[CH:40]=[CH:39][CH:38]=[CH:37][CH:36]=2)[CH:6]=[CH:5][C:4]([C:7]2[N:12]=[C:11]3[N:13]=[C:14]([O:24][C@H:25]4[CH2:30][O:29][C@H:28]([CH2:31][O:32][Si:52]([C:49]([CH3:51])([CH3:50])[CH3:48])([CH3:54])[CH3:53])[C@@H:27]([OH:33])[CH2:26]4)[N:15]([CH2:16][O:17][CH2:18][CH2:19][Si:20]([CH3:23])([CH3:21])[CH3:22])[C:10]3=[CH:9][C:8]=2[Cl:34])=[CH:3][CH:2]=1. (3) Given the reactants C([O:3][C:4](=[O:36])[C:5]([CH3:35])([O:7][C:8]1[CH:13]=[CH:12][C:11]([O:14][CH2:15][CH2:16][C:17]2[N:18]=[C:19]([C:23]3[CH:28]=[CH:27][C:26]([C:29]4[CH:30]=[N:31][CH:32]=[N:33][CH:34]=4)=[CH:25][CH:24]=3)[O:20][C:21]=2[CH3:22])=[CH:10][CH:9]=1)[CH3:6])C.[OH-].[Na+], predict the reaction product. The product is: [CH3:35][C:5]([O:7][C:8]1[CH:13]=[CH:12][C:11]([O:14][CH2:15][CH2:16][C:17]2[N:18]=[C:19]([C:23]3[CH:24]=[CH:25][C:26]([C:29]4[CH:30]=[N:31][CH:32]=[N:33][CH:34]=4)=[CH:27][CH:28]=3)[O:20][C:21]=2[CH3:22])=[CH:10][CH:9]=1)([CH3:6])[C:4]([OH:36])=[O:3]. (4) Given the reactants [N+:1]([C:4]1[CH:5]=[N:6][CH:7]=[CH:8][C:9]=1[C:10]1[O:15][C@H:14](/[CH:16]=[CH:17]/[C:18]([O:20][CH2:21][CH3:22])=[O:19])[C@@H:13]([O:23][Si:24]([CH:31]([CH3:33])[CH3:32])([CH:28]([CH3:30])[CH3:29])[CH:25]([CH3:27])[CH3:26])[C@H:12]([O:34][Si:35]([CH:42]([CH3:44])[CH3:43])([CH:39]([CH3:41])[CH3:40])[CH:36]([CH3:38])[CH3:37])[CH:11]=1)([O-])=O, predict the reaction product. The product is: [NH2:1][C:4]1[CH:5]=[N:6][CH:7]=[CH:8][C:9]=1[C@H:10]1[O:15][C@H:14]([CH2:16][CH2:17][C:18]([O:20][CH2:21][CH3:22])=[O:19])[C@@H:13]([O:23][Si:24]([CH:25]([CH3:27])[CH3:26])([CH:31]([CH3:32])[CH3:33])[CH:28]([CH3:29])[CH3:30])[C@H:12]([O:34][Si:35]([CH:36]([CH3:37])[CH3:38])([CH:39]([CH3:41])[CH3:40])[CH:42]([CH3:44])[CH3:43])[CH2:11]1. (5) Given the reactants [CH:1]1([N:7]([CH2:28][CH:29]2[CH2:31][CH2:30]2)[C:8]2[N:13]=[CH:12][N:11]=[C:10]([C:14]([NH:16][C:17]3[CH:22]=[CH:21][C:20]([S:23](Cl)(=[O:25])=[O:24])=[CH:19][C:18]=3[CH3:27])=[O:15])[CH:9]=2)[CH2:6][CH2:5][CH2:4][CH2:3][CH2:2]1.Cl.[C:33]([O:37][C:38](=[O:42])[CH2:39][CH2:40][NH2:41])([CH3:36])([CH3:35])[CH3:34].C(N(CC)CC)C, predict the reaction product. The product is: [CH:1]1([N:7]([CH2:28][CH:29]2[CH2:31][CH2:30]2)[C:8]2[N:13]=[CH:12][N:11]=[C:10]([C:14]([NH:16][C:17]3[CH:22]=[CH:21][C:20]([S:23]([NH:41][CH2:40][CH2:39][C:38]([O:37][C:33]([CH3:36])([CH3:35])[CH3:34])=[O:42])(=[O:25])=[O:24])=[CH:19][C:18]=3[CH3:27])=[O:15])[CH:9]=2)[CH2:6][CH2:5][CH2:4][CH2:3][CH2:2]1. (6) Given the reactants [F:1][C:2]1[CH:7]=[CH:6][C:5]([O:8][C:9]2[CH:14]=[CH:13][C:12](I)=[CH:11][CH:10]=2)=[CH:4][CH:3]=1.C(Cl)Cl.[B:19]1([B:19]2[O:23][C:22]([CH3:25])([CH3:24])[C:21]([CH3:27])([CH3:26])[O:20]2)[O:23][C:22]([CH3:25])([CH3:24])[C:21]([CH3:27])([CH3:26])[O:20]1.C([O-])(=O)C.[K+], predict the reaction product. The product is: [F:1][C:2]1[CH:7]=[CH:6][C:5]([O:8][C:9]2[CH:14]=[CH:13][C:12]([B:19]3[O:23][C:22]([CH3:25])([CH3:24])[C:21]([CH3:27])([CH3:26])[O:20]3)=[CH:11][CH:10]=2)=[CH:4][CH:3]=1. (7) Given the reactants C(OC([N:8]1[CH2:23][CH2:22][C@H:11]2[NH:12][C:13]3[C:14]([CH3:21])=[CH:15][C:16]([Br:20])=[C:17]([Cl:19])[C:18]=3[C@H:10]2[CH2:9]1)=O)(C)(C)C.C(=O)([O-])[O-].[K+].[K+].C([Zn]CC)C.C(O)(C(F)(F)F)=O.C(Cl)Cl, predict the reaction product. The product is: [Br:20][C:16]1[CH:15]=[C:14]([CH3:21])[C:13]2[NH:12][C:11]3[CH2:22][CH2:23][NH:8][CH2:9][C:10]=3[C:18]=2[C:17]=1[Cl:19].